From a dataset of Full USPTO retrosynthesis dataset with 1.9M reactions from patents (1976-2016). Predict the reactants needed to synthesize the given product. (1) Given the product [C:6]([C:8]1[CH:9]=[C:10]([C:20]2[N:25]=[CH:24][N:23]=[C:22]([NH:26][C:27]3[CH:38]=[CH:37][C:30]([C:31]([NH:33][CH:34]([CH3:35])[CH3:36])=[O:32])=[CH:29][CH:28]=3)[N:21]=2)[CH:11]=[CH:12][C:13]=1[O:14][C@@H:15]1[CH2:19][CH2:18][N:17]([C:1](=[O:5])[CH2:2][OH:3])[CH2:16]1)#[N:7], predict the reactants needed to synthesize it. The reactants are: [C:1]([OH:5])(=O)[CH2:2][OH:3].[C:6]([C:8]1[CH:9]=[C:10]([C:20]2[N:25]=[CH:24][N:23]=[C:22]([NH:26][C:27]3[CH:38]=[CH:37][C:30]([C:31]([NH:33][CH:34]([CH3:36])[CH3:35])=[O:32])=[CH:29][CH:28]=3)[N:21]=2)[CH:11]=[CH:12][C:13]=1[O:14][C@@H:15]1[CH2:19][CH2:18][NH:17][CH2:16]1)#[N:7]. (2) Given the product [CH:26]12[CH2:32][CH:29]([N:30]([CH2:18][C:16]3[CH:15]=[N:14][C:13]4[N:8]([CH2:7][C:6]5[CH:5]=[CH:4][C:3]([O:2][CH3:1])=[CH:25][CH:24]=5)[C:9](=[O:23])[N:10]5[N:22]=[CH:21][N:20]=[C:11]5[C:12]=4[CH:17]=3)[CH2:31]1)[CH2:28][O:27]2, predict the reactants needed to synthesize it. The reactants are: [CH3:1][O:2][C:3]1[CH:25]=[CH:24][C:6]([CH2:7][N:8]2[C:13]3[N:14]=[CH:15][C:16]([CH:18]=O)=[CH:17][C:12]=3[C:11]3=[N:20][CH:21]=[N:22][N:10]3[C:9]2=[O:23])=[CH:5][CH:4]=1.[CH:26]12[CH2:32][CH:29]([NH:30][CH2:31]1)[CH2:28][O:27]2.C(O)(=O)C.C([BH3-])#N.[Na+]. (3) The reactants are: [C:1]([O:5][C:6]([N:8]1[CH2:13][CH2:12][N:11]([CH2:14][C:15]2[O:19][C:18]([C:20]([O-:22])=O)=[CH:17][CH:16]=2)[CH2:10][CH2:9]1)=[O:7])([CH3:4])([CH3:3])[CH3:2].[Na+].[CH3:24][C:25]([NH2:28])([CH3:27])[CH3:26].C(N(CC)CC)C.CCCP1(OP(CCC)(=O)OP(CCC)(=O)O1)=O. Given the product [C:25]([NH:28][C:20]([C:18]1[O:19][C:15]([CH2:14][N:11]2[CH2:12][CH2:13][N:8]([C:6]([O:5][C:1]([CH3:2])([CH3:3])[CH3:4])=[O:7])[CH2:9][CH2:10]2)=[CH:16][CH:17]=1)=[O:22])([CH3:27])([CH3:26])[CH3:24], predict the reactants needed to synthesize it. (4) Given the product [OH:8][C:9]([C:13]1[CH:18]=[CH:17][C:16]([N+:19]([O-:21])=[O:20])=[CH:15][CH:14]=1)([CH3:12])[CH2:10][NH:11][S:4]([CH:1]([CH3:2])[CH3:22])(=[O:5])=[O:6], predict the reactants needed to synthesize it. The reactants are: [CH2:1]([S:4](Cl)(=[O:6])=[O:5])[CH2:2]C.[OH:8][C:9]([C:13]1[CH:18]=[CH:17][C:16]([N+:19]([O-:21])=[O:20])=[CH:15][CH:14]=1)([CH3:12])[CH2:10][NH2:11].[CH2:22]1CCN2C(=NCCC2)CC1. (5) Given the product [CH3:8][N:6]1[C:5](=[O:9])[C:4]([NH:10][C:11]2[CH:12]=[N:13][CH:14]=[CH:15][CH:16]=2)=[N:3][C:2]([B:20]([OH:21])[OH:19])=[CH:7]1, predict the reactants needed to synthesize it. The reactants are: Br[C:2]1[N:3]=[C:4]([NH:10][C:11]2[CH:12]=[N:13][CH:14]=[CH:15][CH:16]=2)[C:5](=[O:9])[N:6]([CH3:8])[CH:7]=1.CC1(C)C(C)(C)[O:21][B:20](B2OC(C)(C)C(C)(C)O2)[O:19]1.C([O-])(=O)C.[K+].